From a dataset of Reaction yield outcomes from USPTO patents with 853,638 reactions. Predict the reaction yield, written as a fraction of the theoretical maximum amount of product (1.0 means a 100% yield; for example, 0.34 means a 34% yield). (1) The reactants are [NH:1]1[CH2:6][CH2:5][O:4][CH2:3][CH2:2]1.C(N(C(C)C)CC)(C)C.Cl[C:17]1[N:22]=[C:21]([CH2:23][C:24]2[CH:50]=[CH:49][CH:48]=[CH:47][C:25]=2[CH2:26][NH:27][C:28]([NH:30][C:31]2[N:35]([C:36]3[CH:41]=[CH:40][C:39]([CH3:42])=[CH:38][CH:37]=3)[N:34]=[C:33]([C:43]([CH3:46])([CH3:45])[CH3:44])[CH:32]=2)=[O:29])[CH:20]=[CH:19][N:18]=1.C(=O)(O)[O-].[Na+]. The catalyst is C(#N)C. The product is [O:4]1[CH2:5][CH2:6][N:1]([C:17]2[N:22]=[C:21]([CH2:23][C:24]3[CH:50]=[CH:49][CH:48]=[CH:47][C:25]=3[CH2:26][NH:27][C:28]([NH:30][C:31]3[N:35]([C:36]4[CH:37]=[CH:38][C:39]([CH3:42])=[CH:40][CH:41]=4)[N:34]=[C:33]([C:43]([CH3:45])([CH3:46])[CH3:44])[CH:32]=3)=[O:29])[CH:20]=[CH:19][N:18]=2)[CH2:2][CH2:3]1. The yield is 0.860. (2) The reactants are [Cl:1][C:2]1[N:7]=[CH:6][C:5]([CH2:8][C:9]#[N:10])=[CH:4][CH:3]=1.[H-].[Na+].[CH3:13]I. The catalyst is O1CCCC1.O. The product is [Cl:1][C:2]1[N:7]=[CH:6][C:5]([CH:8]([CH3:13])[C:9]#[N:10])=[CH:4][CH:3]=1. The yield is 0.460. (3) The reactants are [CH3:1][C@@H:2](O)[CH2:3][CH:4]=[CH2:5].C1(C)C=CC(S(Cl)(=O)=O)=CC=1.C(=O)(O)[O-].[Na+].[C:23](O[C:23]([O:25][C:26]([CH3:29])([CH3:28])[CH3:27])=[O:24])([O:25][C:26]([CH3:29])([CH3:28])[CH3:27])=[O:24].[N:38]1C=CC=C[CH:39]=1. The catalyst is C1COCC1.ClCCl. The product is [CH3:39][N:38]([C:23]([O:25][C:26]([CH3:29])([CH3:28])[CH3:27])=[O:24])[C@H:2]([CH2:3][CH:4]=[CH2:5])[CH3:1]. The yield is 0.439. (4) The reactants are [F:1][C:2]1[CH:21]=[CH:20][C:5]([CH2:6][N:7]2[C:15](=[O:16])[C:14]3[C:9](=[CH:10][CH:11]=[CH:12][CH:13]=3)[CH:8]2[C:17]([OH:19])=O)=[C:4]([O:22][CH3:23])[CH:3]=1.CN(C)C=O.[CH3:29][C:30]1[CH:36]=[CH:35][CH:34]=[C:33]([CH3:37])[C:31]=1[NH2:32]. No catalyst specified. The product is [CH3:29][C:30]1[CH:36]=[CH:35][CH:34]=[C:33]([CH3:37])[C:31]=1[NH:32][C:17]([CH:8]1[C:9]2[C:14](=[CH:13][CH:12]=[CH:11][CH:10]=2)[C:15](=[O:16])[N:7]1[CH2:6][C:5]1[CH:20]=[CH:21][C:2]([F:1])=[CH:3][C:4]=1[O:22][CH3:23])=[O:19]. The yield is 0.100. (5) The reactants are [CH3:1][C:2]1[C:6]2=[N:7][CH:8]=[CH:9][CH:10]=[C:5]2[S:4][CH:3]=1.[Li]CCCC.CCCCCC.[CH2:22]([CH:24]([C:27]1[C:28]2[N:29]([C:34](I)=[C:35]([CH3:37])[N:36]=2)[N:30]=[C:31]([CH3:33])[CH:32]=1)[CH2:25][CH3:26])[CH3:23]. The catalyst is C1COCC1.[Cl-].[Cl-].[Zn+2]. The product is [CH2:22]([CH:24]([C:27]1[C:28]2[N:29]([C:34]([C:3]3[S:4][C:5]4[C:6](=[N:7][CH:8]=[CH:9][CH:10]=4)[C:2]=3[CH3:1])=[C:35]([CH3:37])[N:36]=2)[N:30]=[C:31]([CH3:33])[CH:32]=1)[CH2:25][CH3:26])[CH3:23]. The yield is 0.350. (6) The reactants are Br[C:2]1[CH:3]=[C:4]([C:7]([O:9][CH3:10])=[O:8])[O:5][CH:6]=1.C([O-])([O-])=O.[Na+].[Na+].[CH2:17]([N:19]1[C:23](B2OC(C)(C)C(C)(C)O2)=[CH:22][CH:21]=[N:20]1)[CH3:18]. The catalyst is C1COCC1.C1C=CC(P(C2C=CC=CC=2)[C-]2C=CC=C2)=CC=1.C1C=CC(P(C2C=CC=CC=2)[C-]2C=CC=C2)=CC=1.Cl[Pd]Cl.[Fe+2]. The product is [CH2:17]([N:19]1[C:23]([C:2]2[CH:3]=[C:4]([C:7]([O:9][CH3:10])=[O:8])[O:5][CH:6]=2)=[CH:22][CH:21]=[N:20]1)[CH3:18]. The yield is 0.745. (7) The reactants are C([C@]1(C([N:19]2[CH2:24][CH2:23][N:22]([C:25]3[CH:30]=[C:29]([C:31]([F:34])([F:33])[F:32])[CH:28]=[C:27]([CH3:35])[N:26]=3)[CH2:21][CH2:20]2)=O)CC[C@@H](NC(=O)OC(C)(C)C)C1)(C)C.O1CCOCC1. The catalyst is Cl.C(Cl)Cl. The product is [CH3:35][C:27]1[N:26]=[C:25]([N:22]2[CH2:23][CH2:24][NH:19][CH2:20][CH2:21]2)[CH:30]=[C:29]([C:31]([F:34])([F:32])[F:33])[CH:28]=1. The yield is 0.940. (8) The reactants are [NH2:1][C:2]1[N:7]=[CH:6][N:5]=[C:4]2[N:8]([C@@H:25]3[CH2:30][CH2:29][CH2:28][N:27]([C:31](=[O:35])[CH2:32][C:33]#[N:34])[CH2:26]3)[N:9]=[C:10]([C:11]3[CH:16]=[CH:15][C:14]([O:17][C:18]4[CH:23]=[CH:22][CH:21]=[CH:20][C:19]=4[F:24])=[CH:13][CH:12]=3)[C:3]=12.[CH:36]1([CH:39]=O)[CH2:38][CH2:37]1.N1CCCCC1. The catalyst is CO. The product is [NH2:1][C:2]1[N:7]=[CH:6][N:5]=[C:4]2[N:8]([C@@H:25]3[CH2:30][CH2:29][CH2:28][N:27]([C:31]([C:32](=[CH:39][CH:36]4[CH2:38][CH2:37]4)[C:33]#[N:34])=[O:35])[CH2:26]3)[N:9]=[C:10]([C:11]3[CH:16]=[CH:15][C:14]([O:17][C:18]4[CH:23]=[CH:22][CH:21]=[CH:20][C:19]=4[F:24])=[CH:13][CH:12]=3)[C:3]=12. The yield is 0.230.